From a dataset of Forward reaction prediction with 1.9M reactions from USPTO patents (1976-2016). Predict the product of the given reaction. (1) Given the reactants Cl.[CH3:2][CH:3]([CH2:8][N:9]1[CH2:13][CH2:12][CH2:11][CH2:10]1)[CH2:4][C:5]([OH:7])=[O:6].C1N=CN(C(N2C=NC=C2)=O)C=1.[F:26][C:27]1[C:31]([C:32]2[CH:33]=[N:34][C:35]3[C:40]([CH:41]=2)=[CH:39][CH:38]=[CH:37][CH:36]=3)=[N:30][NH:29][C:28]=1[NH2:42], predict the reaction product. The product is: [CH:5]([OH:7])=[O:6].[F:26][C:27]1[C:31]([C:32]2[CH:33]=[N:34][C:35]3[C:40]([CH:41]=2)=[CH:39][CH:38]=[CH:37][CH:36]=3)=[N:30][NH:29][C:28]=1[NH:42][C:5](=[O:7])[CH2:4][CH:3]([CH3:2])[CH2:8][N:9]1[CH2:13][CH2:12][CH2:11][CH2:10]1. (2) Given the reactants [I:1][C:2]1[CH:8]=[C:7]([CH3:9])[CH:6]=[CH:5][C:3]=1N.N([O-])=O.[Na+].[BrH:14], predict the reaction product. The product is: [Br:14][C:3]1[CH:5]=[CH:6][C:7]([CH3:9])=[CH:8][C:2]=1[I:1].